Task: Predict the product of the given reaction.. Dataset: Forward reaction prediction with 1.9M reactions from USPTO patents (1976-2016) Given the reactants C(O/[CH:4]=[CH:5]/[C:6]([NH:8][C:9](=[O:25])[NH:10][C:11]1[CH:16]=[C:15]([S:17][CH2:18][C:19]([F:22])([F:21])[F:20])[C:14]([CH3:23])=[CH:13][C:12]=1[F:24])=[O:7])C.S(=O)(=O)(O)O, predict the reaction product. The product is: [F:24][C:12]1[CH:13]=[C:14]([CH3:23])[C:15]([S:17][CH2:18][C:19]([F:22])([F:21])[F:20])=[CH:16][C:11]=1[N:10]1[CH:4]=[CH:5][C:6](=[O:7])[NH:8][C:9]1=[O:25].